From a dataset of Reaction yield outcomes from USPTO patents with 853,638 reactions. Predict the reaction yield, written as a fraction of the theoretical maximum amount of product (1.0 means a 100% yield; for example, 0.34 means a 34% yield). (1) The reactants are [C:1]([OH:10])(=[O:9])/[CH:2]=[CH:3]\[CH:4]=[CH:5]/[C:6]([OH:8])=[O:7].[OH-].[Na+].C. The catalyst is O. The product is [C:1]([OH:10])(=[O:9])/[CH:2]=[CH:3]/[CH:4]=[CH:5]/[C:6]([OH:8])=[O:7]. The yield is 0.650. (2) The reactants are [S:1](=[O:5])(=O)([OH:3])[OH:2].[C:6]1([N:12]2[CH2:16][CH2:15][CH2:14][CH2:13]2)[CH:11]=[CH:10][CH:9]=[CH:8][CH:7]=1. The catalyst is C(OCC)C. The product is [N:12]1([C:6]2[CH:11]=[CH:10][C:9]([S:1]([OH:3])(=[O:5])=[O:2])=[CH:8][CH:7]=2)[CH2:16][CH2:15][CH2:14][CH2:13]1. The yield is 0.430. (3) The reactants are C(N(C(C)C)C(C)C)C.[F:10][C:11]([F:27])([F:26])[C:12]1[CH:13]=[C:14]([CH:22]([OH:25])[CH2:23][OH:24])[CH:15]=[C:16]([C:18]([F:21])([F:20])[F:19])[CH:17]=1.Cl[CH2:29][O:30][CH2:31][CH2:32][Si:33]([CH3:36])([CH3:35])[CH3:34].O. The catalyst is ClCCl. The product is [F:10][C:11]([F:26])([F:27])[C:12]1[CH:13]=[C:14]([CH:22]([CH2:23][O:24][CH2:29][O:30][CH2:31][CH2:32][Si:33]([CH3:36])([CH3:35])[CH3:34])[OH:25])[CH:15]=[C:16]([C:18]([F:20])([F:21])[F:19])[CH:17]=1. The yield is 0.490. (4) The reactants are [C:1]([O:5][C:6](=[O:26])[NH:7][CH2:8][CH2:9][C@H:10]([N:12]1[CH2:17][CH2:16][CH:15]([NH:18][CH2:19][CH:20]2[CH2:25][CH2:24][CH2:23][CH2:22][CH2:21]2)[CH2:14][CH2:13]1)[CH3:11])([CH3:4])([CH3:3])[CH3:2].C1([O:33][C:34](=O)[NH:35][O:36][CH3:37])C=CC=CC=1. The catalyst is C1COCC1. The product is [C:1]([O:5][C:6](=[O:26])[NH:7][CH2:8][CH2:9][C@H:10]([N:12]1[CH2:17][CH2:16][CH:15]([N:18]([CH2:19][CH:20]2[CH2:25][CH2:24][CH2:23][CH2:22][CH2:21]2)[C:34]([NH:35][O:36][CH3:37])=[O:33])[CH2:14][CH2:13]1)[CH3:11])([CH3:2])([CH3:3])[CH3:4]. The yield is 0.500. (5) The reactants are C(Cl)Cl.[OH:4][CH2:5][C:6](=[O:8])[CH3:7].CCN(CC)CC.[CH3:16][C:17]([Si:20](Cl)([CH3:22])[CH3:21])([CH3:19])[CH3:18]. The catalyst is CN(C1C=CN=CC=1)C.O. The product is [Si:20]([O:4][CH2:5][C:6](=[O:8])[CH3:7])([C:17]([CH3:19])([CH3:18])[CH3:16])([CH3:22])[CH3:21]. The yield is 0.750. (6) The reactants are [CH3:1][O:2][C:3]1[C:4](=[O:26])[C:5]([CH3:25])=[C:6]([CH2:12][C:13]2[CH:14]=[C:15]([CH2:19][CH2:20][CH2:21][C:22]([OH:24])=O)[CH:16]=[CH:17][CH:18]=2)[C:7](=[O:11])[C:8]=1[O:9][CH3:10].[NH:27]1[CH2:32][CH2:31][S:30][CH2:29][CH2:28]1. No catalyst specified. The product is [CH3:1][O:2][C:3]1[C:4](=[O:26])[C:5]([CH3:25])=[C:6]([CH2:12][C:13]2[CH:14]=[C:15]([CH2:19][CH2:20][CH2:21][C:22]([N:27]3[CH2:32][CH2:31][S:30][CH2:29][CH2:28]3)=[O:24])[CH:16]=[CH:17][CH:18]=2)[C:7](=[O:11])[C:8]=1[O:9][CH3:10]. The yield is 0.290. (7) The reactants are [Cl:1][C:2]1[CH:23]=[CH:22][C:5]2[N:6]([CH2:13][C:14]3[CH:19]=[CH:18][C:17]([O:20][CH3:21])=[CH:16][CH:15]=3)[C:7](=[O:12])[CH2:8][NH:9][C:10](=O)[C:4]=2[CH:3]=1.O=P(Cl)(Cl)[Cl:26]. The catalyst is C1(C)C=CC=CC=1. The product is [Cl:26][C:10]1[C:4]2[CH:3]=[C:2]([Cl:1])[CH:23]=[CH:22][C:5]=2[N:6]([CH2:13][C:14]2[CH:19]=[CH:18][C:17]([O:20][CH3:21])=[CH:16][CH:15]=2)[C:7](=[O:12])[CH2:8][N:9]=1. The yield is 0.875.